From a dataset of TCR-epitope binding with 47,182 pairs between 192 epitopes and 23,139 TCRs. Binary Classification. Given a T-cell receptor sequence (or CDR3 region) and an epitope sequence, predict whether binding occurs between them. (1) The epitope is VLWAHGFEL. The TCR CDR3 sequence is CASSQDTYEQYF. Result: 0 (the TCR does not bind to the epitope). (2) The epitope is ELAGIGILTV. The TCR CDR3 sequence is CASMGLAGPAGTGELFF. Result: 1 (the TCR binds to the epitope). (3) The epitope is YEGNSPFHPL. The TCR CDR3 sequence is CASSKRGMDRYSNQPQHF. Result: 0 (the TCR does not bind to the epitope). (4) The epitope is EEHVQIHTI. The TCR CDR3 sequence is CASSLGGIGDYGYTF. Result: 0 (the TCR does not bind to the epitope). (5) The epitope is KEIDRLNEV. The TCR CDR3 sequence is CASSQEVGGLTGELFF. Result: 0 (the TCR does not bind to the epitope). (6) The epitope is SEPVLKGVKL. The TCR CDR3 sequence is CASSLEQSQETQYF. Result: 0 (the TCR does not bind to the epitope). (7) The epitope is TPGPGVRYPL. The TCR CDR3 sequence is CASQTQSSYNEQFF. Result: 0 (the TCR does not bind to the epitope). (8) The epitope is FLASKIGRLV. The TCR CDR3 sequence is CASSQDMGWGTDTQYF. Result: 1 (the TCR binds to the epitope). (9) The epitope is FLASKIGRLV. The TCR CDR3 sequence is CASSIRTLRTDTQYF. Result: 0 (the TCR does not bind to the epitope).